This data is from Reaction yield outcomes from USPTO patents with 853,638 reactions. The task is: Predict the reaction yield, written as a fraction of the theoretical maximum amount of product (1.0 means a 100% yield; for example, 0.34 means a 34% yield). (1) The reactants are [H-].[Na+].[NH:3]1[CH:7]=[C:6]([CH:8]=[O:9])[N:5]=[CH:4]1.I[CH2:11][CH2:12][CH3:13]. The catalyst is C1COCC1. The product is [CH2:11]([N:3]1[CH:7]=[C:6]([CH:8]=[O:9])[N:5]=[CH:4]1)[CH2:12][CH3:13]. The yield is 0.580. (2) The yield is 0.840. The product is [Br:8][C:9]1[CH:14]=[C:13]([CH3:15])[C:12]([O:16][CH:19]([F:21])[F:20])=[C:11]([CH3:17])[CH:10]=1. The catalyst is CC(O)C.[OH-].[Na+]. The reactants are CC(C)=O.C(=O)=O.[Br:8][C:9]1[CH:14]=[C:13]([CH3:15])[C:12]([OH:16])=[C:11]([CH3:17])[CH:10]=1.Cl[CH:19]([F:21])[F:20]. (3) The reactants are [Cl:1][C:2]1[N:3]=[CH:4][C:5]2[CH:10]=[CH:9][N:8]([CH2:11][C:12]([OH:14])=O)[C:6]=2[N:7]=1.CN(C(ON1N=N[C:25]2C=[CH:27][CH:28]=[N:29][C:24]1=2)=[N+](C)C)C.F[P-](F)(F)(F)(F)F.[OH2:39]. The catalyst is C(Cl)Cl. The product is [Cl:1][C:2]1[N:3]=[CH:4][C:5]2[CH:10]=[CH:9][N:8]([CH2:11][C:12]([N:29]3[CH2:24][CH2:25][O:39][CH2:27][CH2:28]3)=[O:14])[C:6]=2[N:7]=1. The yield is 0.800. (4) The reactants are [CH2:1]([O:5][C:6]1[CH:10]=[C:9]([CH2:11][CH2:12][C:13](O)=[O:14])[N:8]([CH2:16][C:17]2[CH:22]=[CH:21][C:20]([C:23]([F:26])([F:25])[F:24])=[CH:19][C:18]=2[Cl:27])[N:7]=1)[CH2:2][CH2:3][CH3:4].[CH2:28]([S:33]([NH2:36])(=[O:35])=[O:34])[CH2:29][CH2:30][CH2:31][CH3:32].N12CCCN=C1CCCCC2. The catalyst is CN(C)C=O. The product is [CH2:1]([O:5][C:6]1[CH:10]=[C:9]([CH2:11][CH2:12][C:13]([NH:36][S:33]([CH2:28][CH2:29][CH2:30][CH2:31][CH3:32])(=[O:35])=[O:34])=[O:14])[N:8]([CH2:16][C:17]2[CH:22]=[CH:21][C:20]([C:23]([F:26])([F:25])[F:24])=[CH:19][C:18]=2[Cl:27])[N:7]=1)[CH2:2][CH2:3][CH3:4]. The yield is 0.400. (5) The reactants are [CH3:1][O:2][CH:3]([O:12][CH3:13])/[CH:4]=[C:5](\[CH3:11])/[C:6]([O:8][CH2:9][CH3:10])=[O:7]. The catalyst is CCOC(C)=O.O=[Pt]=O. The product is [CH3:1][O:2][CH:3]([O:12][CH3:13])[CH2:4][CH:5]([CH3:11])[C:6]([O:8][CH2:9][CH3:10])=[O:7]. The yield is 0.660.